This data is from Catalyst prediction with 721,799 reactions and 888 catalyst types from USPTO. The task is: Predict which catalyst facilitates the given reaction. Reactant: [Cl-].[NH4+:2].[OH-].[NH4+].O[CH:6]([C:9]1[CH:10]=[N:11][CH:12]=[CH:13][CH:14]=1)[C:7]#[N:8]. Product: [NH2:2][CH:6]([C:9]1[CH:10]=[N:11][CH:12]=[CH:13][CH:14]=1)[C:7]#[N:8]. The catalyst class is: 6.